From a dataset of Full USPTO retrosynthesis dataset with 1.9M reactions from patents (1976-2016). Predict the reactants needed to synthesize the given product. (1) The reactants are: C1(P(CC2C=CC=CC=2C2C=CC=CC=2CP(C2C=CC=CC=2)C2C=CC=CC=2)C2C=CC=CC=2)C=CC=CC=1.[C:41]1([C:47]2[CH:52]=[CH:51][CH:50]=[CH:49][N:48]=2)[CH:46]=[CH:45][CH:44]=[CH:43][CH:42]=1.[S:53](=O)(=[O:56])([OH:55])[OH:54]. Given the product [C:41]1([C:47]2([S:53]([OH:56])(=[O:55])=[O:54])[CH:52]=[CH:51][CH:50]=[CH:49][NH:48]2)[CH:42]=[CH:43][CH:44]=[CH:45][CH:46]=1, predict the reactants needed to synthesize it. (2) Given the product [CH:1]1([N:4]([CH2:29][C:30]2[CH:35]=[CH:34][CH:33]=[C:32]([Cl:36])[C:31]=2[Cl:37])[C:5]([CH:7]2[C:12]([C:14]3[CH:19]=[CH:18][C:17]([F:20])=[C:16]([F:21])[CH:15]=3)([OH:13])[CH2:11][CH2:10][NH:9][CH2:8]2)=[O:6])[CH2:2][CH2:3]1, predict the reactants needed to synthesize it. The reactants are: [CH:1]1([N:4]([CH2:29][C:30]2[CH:35]=[CH:34][CH:33]=[C:32]([Cl:36])[C:31]=2[Cl:37])[C:5]([C@@H:7]2[C@:12]([C:14]3[CH:19]=[CH:18][C:17]([F:20])=[C:16]([F:21])[CH:15]=3)([OH:13])[CH2:11][CH2:10][N:9](C(OC(C)(C)C)=O)[CH2:8]2)=[O:6])[CH2:3][CH2:2]1.Cl. (3) Given the product [Cl:27][C:12]1[C:11]2[C:16](=[CH:17][CH:18]=[C:9]([CH:8]([C:5]3[CH:6]=[CH:7][C:2]([Cl:1])=[CH:3][CH:4]=3)[C:20]3[S:21][CH:22]=[CH:23][N:24]=3)[CH:10]=2)[N:15]=[CH:14][N:13]=1, predict the reactants needed to synthesize it. The reactants are: [Cl:1][C:2]1[CH:7]=[CH:6][C:5]([CH:8]([C:20]2[S:21][CH:22]=[CH:23][N:24]=2)[C:9]2[CH:10]=[C:11]3[C:16](=[CH:17][CH:18]=2)[N:15]=[CH:14][N:13]=[C:12]3O)=[CH:4][CH:3]=1.O=P(Cl)(Cl)[Cl:27]. (4) Given the product [C:24]([O:5][C@H:6]1[CH2:10][CH2:9][N:8]([C:11]([O:13][CH2:14][C:15]2[CH:20]=[CH:19][C:18]([N+:21]([O-:23])=[O:22])=[CH:17][CH:16]=2)=[O:12])[CH2:7]1)(=[O:26])[CH3:25], predict the reactants needed to synthesize it. The reactants are: CS([O:5][C@@H:6]1[CH2:10][CH2:9][N:8]([C:11]([O:13][CH2:14][C:15]2[CH:20]=[CH:19][C:18]([N+:21]([O-:23])=[O:22])=[CH:17][CH:16]=2)=[O:12])[CH2:7]1)(=O)=O.[C:24]([O-])(=[O:26])[CH3:25].[K+]. (5) The reactants are: [NH2:1][CH:2]1[CH2:7][CH2:6][N:5]([CH2:8][C:9]2[CH:14]=[CH:13][CH:12]=[CH:11][CH:10]=2)[CH2:4][CH2:3]1.[O:15]1[CH2:20][CH2:19][C:18](=O)[CH2:17][CH2:16]1.[BH-](OC(C)=O)(OC(C)=O)OC(C)=O.[Na+].C([O-])([O-])=O.[Na+].[Na+]. Given the product [CH2:8]([N:5]1[CH2:6][CH2:7][CH:2]([NH:1][CH:18]2[CH2:19][CH2:20][O:15][CH2:16][CH2:17]2)[CH2:3][CH2:4]1)[C:9]1[CH:14]=[CH:13][CH:12]=[CH:11][CH:10]=1, predict the reactants needed to synthesize it. (6) Given the product [OH:8][CH2:7][C:3]1[C:2]([C:10]2[CH:11]=[N:12][CH:13]=[CH:14][CH:15]=2)=[N:1][CH:6]=[CH:5][CH:4]=1, predict the reactants needed to synthesize it. The reactants are: [N:1]1[CH:6]=[CH:5][CH:4]=[C:3]([C:7](O)=[O:8])[C:2]=1[C:10]1[CH:11]=[N:12][CH:13]=[CH:14][CH:15]=1.C(N(CC)CC)C.[BH4-].[Na+].CO.Cl.